Dataset: Full USPTO retrosynthesis dataset with 1.9M reactions from patents (1976-2016). Task: Predict the reactants needed to synthesize the given product. The reactants are: [N:1]1[CH:6]=[CH:5][CH:4]=[C:3]([CH2:7][O:8][CH2:9][C:10](OCC)=O)[CH:2]=1.[Cl:15][C:16]1[CH:17]=[C:18]([NH:22][C:23]2[N:24]=[N:25][C:26]([NH:29][NH2:30])=[CH:27][CH:28]=2)[CH:19]=[CH:20][CH:21]=1. Given the product [N:1]1[CH:6]=[CH:5][CH:4]=[C:3]([CH2:7][O:8][CH2:9][C:10]2[N:25]3[N:24]=[C:23]([NH:22][C:18]4[CH:19]=[CH:20][CH:21]=[C:16]([Cl:15])[CH:17]=4)[CH:28]=[CH:27][C:26]3=[N:29][N:30]=2)[CH:2]=1, predict the reactants needed to synthesize it.